Predict the product of the given reaction. From a dataset of Forward reaction prediction with 1.9M reactions from USPTO patents (1976-2016). (1) The product is: [C:31]([O:9][CH2:8][C:6]1[CH:7]=[C:2]([F:1])[CH:3]=[CH:4][C:5]=1[C:10]1[CH:11]=[N:12][C:13]2[N:14]([CH:16]=[C:17]([CH2:19][O:20][C:21]3[CH:26]=[CH:25][CH:24]=[CH:23][N:22]=3)[N:18]=2)[CH:15]=1)(=[O:33])[CH3:32]. Given the reactants [F:1][C:2]1[CH:3]=[CH:4][C:5]([C:10]2[CH:11]=[N:12][C:13]3[N:14]([CH:16]=[C:17]([CH2:19][O:20][C:21]4[CH:26]=[CH:25][CH:24]=[CH:23][N:22]=4)[N:18]=3)[CH:15]=2)=[C:6]([CH2:8][OH:9])[CH:7]=1.CN(C)C.[C:31](Cl)(=[O:33])[CH3:32].O, predict the reaction product. (2) Given the reactants Cl[C:2]1[CH:3]=[CH:4][C:5]2[N:6]([C:8]([C:18]3[CH:23]=[CH:22][N:21]=[C:20]([NH2:24])[CH:19]=3)=[C:9]([C:11]3[CH:16]=[CH:15][CH:14]=[C:13]([CH3:17])[CH:12]=3)[N:10]=2)[N:7]=1.[H][H], predict the reaction product. The product is: [CH3:17][C:13]1[CH:12]=[C:11]([C:9]2[N:10]=[C:5]3[CH:4]=[CH:3][CH:2]=[N:7][N:6]3[C:8]=2[C:18]2[CH:23]=[CH:22][N:21]=[C:20]([NH2:24])[CH:19]=2)[CH:16]=[CH:15][CH:14]=1. (3) Given the reactants Cl[C:2]1[N:7]=[C:6]([Cl:8])[N:5]=[C:4]([NH:9][CH2:10][C:11]#[CH:12])[N:3]=1.[CH:13]([NH2:16])([CH3:15])[CH3:14].C(N(CC)C(C)C)(C)C, predict the reaction product. The product is: [Cl:8][C:6]1[N:7]=[C:2]([NH:16][CH:13]([CH3:15])[CH3:14])[N:3]=[C:4]([NH:9][CH2:10][C:11]#[CH:12])[N:5]=1. (4) Given the reactants [Mg].Br[C:3]1[CH:8]=[CH:7][CH:6]=[C:5]([Cl:9])[C:4]=1[C:10]([F:13])([F:12])[F:11].[C:14](=[O:16])=[O:15].Cl, predict the reaction product. The product is: [Cl:9][C:5]1[C:4]([C:10]([F:13])([F:12])[F:11])=[C:3]([CH:8]=[CH:7][CH:6]=1)[C:14]([OH:16])=[O:15].